Dataset: Full USPTO retrosynthesis dataset with 1.9M reactions from patents (1976-2016). Task: Predict the reactants needed to synthesize the given product. (1) Given the product [Cl:32][C:33]1[N:10]=[C:11]([NH:20][C:19]2[CH:21]=[CH:22][C:23]([I:25])=[CH:24][C:18]=2[F:17])[C:16](=[O:28])[O:31][C:38]=1[CH3:37], predict the reactants needed to synthesize it. The reactants are: CC1OCCSC=1C([NH:10][C:11]1[CH:16]=CC=CC=1)=O.[F:17][C:18]1[CH:24]=[C:23]([I:25])[CH:22]=[CH:21][C:19]=1[NH2:20].CS(O)(=O)=[O:28].[OH2:31].[Cl:32][C:33]1[CH:38]=[CH:37]C=CC=1. (2) Given the product [CH2:11]([O:18][C:19]([N:21]1[C@@H:25]([CH2:26][CH:27]=[O:28])[CH2:24][O:23][C:22]1([CH3:30])[CH3:29])=[O:20])[C:12]1[CH:17]=[CH:16][CH:15]=[CH:14][CH:13]=1, predict the reactants needed to synthesize it. The reactants are: CS(C)=O.C(Cl)(=O)C(Cl)=O.[CH2:11]([O:18][C:19]([N:21]1[C@@H:25]([CH2:26][CH2:27][OH:28])[CH2:24][O:23][C:22]1([CH3:30])[CH3:29])=[O:20])[C:12]1[CH:17]=[CH:16][CH:15]=[CH:14][CH:13]=1.C(N(CC)CC)C. (3) Given the product [Br:21][C:20]([Br:24])=[CH:33][C:30]1[CH:31]=[CH:32][C:27]([O:26][CH3:25])=[CH:28][CH:29]=1, predict the reactants needed to synthesize it. The reactants are: C1(P(C2C=CC=CC=2)C2C=CC=CC=2)C=CC=CC=1.[C:20]([Br:24])(Br)(Br)[Br:21].[CH3:25][O:26][C:27]1[CH:32]=[CH:31][C:30]([CH:33]=O)=[CH:29][CH:28]=1. (4) Given the product [NH2:45][C:28]([NH2:27])([CH2:34][CH2:35][CH2:36][CH2:37][CH2:38][CH2:39][CH2:40][CH2:41][CH2:42][CH2:43][CH3:44])[O:29][O:30][O:31][O:32][OH:33], predict the reactants needed to synthesize it. The reactants are: S(C1C=CC(C)=CC=1)(O)(=O)=O.S(C1C=CC(C)=CC=1)(O)(=O)=O.C1(=O)[N:27]([C:28]([N:45]2C(=O)C3=CC=CC=C3C2=O)([CH2:34][CH2:35][CH2:36][CH2:37][CH2:38][CH2:39][CH2:40][CH2:41][CH2:42][CH2:43][CH3:44])[O:29][O:30][O:31][O:32][OH:33])C(=O)C2=CC=CC=C12.O.NN. (5) Given the product [C:44]([C:48]1[CH:63]=[CH:62][C:51]([CH2:52][N:53]([CH2:54][CH2:55][C:56]2[CH:61]=[CH:60][CH:59]=[CH:58][CH:57]=2)[C:10]([C:8]2[CH:7]=[CH:6][CH:5]=[C:4]3[C:9]=2[NH:1][CH:2]=[CH:3]3)=[O:12])=[CH:50][CH:49]=1)([CH3:47])([CH3:45])[CH3:46], predict the reactants needed to synthesize it. The reactants are: [NH:1]1[C:9]2[C:4](=[CH:5][CH:6]=[CH:7][C:8]=2[C:10]([OH:12])=O)[CH:3]=[CH:2]1.CN(C(ON1N=NC2C=CC=CC1=2)=[N+](C)C)C.[B-](F)(F)(F)F.C(N(CC)C(C)C)(C)C.[C:44]([C:48]1[CH:63]=[CH:62][C:51]([CH2:52][NH:53][CH2:54][CH2:55][C:56]2[CH:61]=[CH:60][CH:59]=[CH:58][CH:57]=2)=[CH:50][CH:49]=1)([CH3:47])([CH3:46])[CH3:45]. (6) Given the product [CH3:1][N:2]1[CH2:7][CH2:6][CH:5]([NH:8][CH2:9][C:10]2[CH:15]=[CH:14][CH:13]=[C:12]([NH2:31])[C:11]=2[F:17])[CH2:4][CH2:3]1, predict the reactants needed to synthesize it. The reactants are: [CH3:1][N:2]1[CH2:7][CH2:6][CH:5]([NH:8][CH2:9][C:10]2[CH:15]=[CH:14][CH:13]=[C:12](Br)[C:11]=2[F:17])[CH2:4][CH2:3]1.C(=[NH:31])(C1C=CC=CC=1)C1C=CC=CC=1.CC(C)([O-])C.[Na+]. (7) The reactants are: [NH2:1][C:2]1[CH:7]=[CH:6][C:5]([OH:8])=[C:4](F)[CH:3]=1.[H-].[Na+].Cl[C:13]1[C:14]2[CH:15]=[C:16]3[O:32][CH2:31][CH2:30][O:29][CH2:28][CH2:27][O:26][CH2:25][CH2:24][O:23][C:17]3=[CH:18][C:19]=2[N:20]=[CH:21][N:22]=1.[CH3:33]N(C=O)C. Given the product [NH2:1][C:2]1[CH:7]=[CH:6][C:5]([O:8][C:13]2[C:14]3[CH:15]=[C:16]4[O:32][CH2:31][CH2:30][O:29][CH2:28][CH2:27][O:26][CH2:25][CH2:24][O:23][C:17]4=[CH:18][C:19]=3[N:20]=[CH:21][N:22]=2)=[C:4]([CH3:33])[CH:3]=1, predict the reactants needed to synthesize it. (8) Given the product [Cl:7][C:8]1[CH:9]=[C:10]([F:15])[C:11]([O:6][CH2:3][C:4]#[CH:5])=[N:12][CH:13]=1, predict the reactants needed to synthesize it. The reactants are: [H-].[Na+].[CH2:3]([OH:6])[C:4]#[CH:5].[Cl:7][C:8]1[CH:9]=[C:10]([F:15])[C:11](F)=[N:12][CH:13]=1.O. (9) Given the product [ClH:1].[Cl:1][C:2]1[CH:7]=[CH:6][C:5]([C@@:8]2([OH:23])[CH2:13][CH2:12][NH:11][CH2:10][C@:9]2([CH3:21])[OH:22])=[CH:4][CH:3]=1, predict the reactants needed to synthesize it. The reactants are: [Cl:1][C:2]1[CH:7]=[CH:6][C:5]([C@@:8]2([OH:23])[CH2:13][CH2:12][N:11](C(OC(C)(C)C)=O)[CH2:10][C@@:9]2([OH:22])[CH3:21])=[CH:4][CH:3]=1.O1CCOCC1.